Dataset: Full USPTO retrosynthesis dataset with 1.9M reactions from patents (1976-2016). Task: Predict the reactants needed to synthesize the given product. (1) Given the product [C:43]([O:42][C:40]([O:41][C:22]1[CH:23]=[C:24]2[C:19](=[CH:20][CH:21]=1)[N:18]=[C:17]([CH2:16][N:13]1[CH2:14][CH2:15][N:10]([C:5]3[CH:6]=[CH:7][CH:8]=[C:9]4[C:4]=3[CH:3]=[CH:2][NH:1]4)[CH2:11][CH2:12]1)[CH:26]=[CH:25]2)=[O:39])([CH3:46])([CH3:45])[CH3:44], predict the reactants needed to synthesize it. The reactants are: [NH:1]1[C:9]2[C:4](=[C:5]([N:10]3[CH2:15][CH2:14][N:13]([CH2:16][C:17]4[CH:26]=[CH:25][C:24]5[C:19](=[CH:20][CH:21]=[CH:22][CH:23]=5)[N:18]=4)[CH2:12][CH2:11]3)[CH:6]=[CH:7][CH:8]=2)[CH:3]=[CH:2]1.BrCC1C=CC2C(=CC=C([O:39][C:40]([O:42][C:43]([CH3:46])([CH3:45])[CH3:44])=[O:41])C=2)N=1. (2) Given the product [C:21]([C:20]1[CH:23]=[CH:24][C:17]([O:16][CH:13]2[CH2:12][CH2:11][N:10]([CH2:9][CH2:8][C@H:5]3[CH2:6][CH2:7][C@H:2]([NH:1][C:31]([C:27]4[S:26][CH:30]=[CH:29][CH:28]=4)=[O:32])[CH2:3][CH2:4]3)[CH2:15][CH2:14]2)=[C:18]([F:25])[CH:19]=1)#[N:22], predict the reactants needed to synthesize it. The reactants are: [NH2:1][C@H:2]1[CH2:7][CH2:6][C@H:5]([CH2:8][CH2:9][N:10]2[CH2:15][CH2:14][CH:13]([O:16][C:17]3[CH:24]=[CH:23][C:20]([C:21]#[N:22])=[CH:19][C:18]=3[F:25])[CH2:12][CH2:11]2)[CH2:4][CH2:3]1.[S:26]1[CH:30]=[CH:29][CH:28]=[C:27]1[C:31](O)=[O:32]. (3) Given the product [C:11]([O:14][CH2:15][C:16]1[CH:21]=[CH:20][CH:19]=[C:18]([CH2:22][CH2:23][CH2:24][CH:25]=[O:26])[C:17]=1[Br:27])(=[O:13])[CH3:12], predict the reactants needed to synthesize it. The reactants are: C(Cl)(=O)C(Cl)=O.CS(C)=O.[C:11]([O:14][CH2:15][C:16]1[CH:21]=[CH:20][CH:19]=[C:18]([CH2:22][CH2:23][CH2:24][CH2:25][OH:26])[C:17]=1[Br:27])(=[O:13])[CH3:12]. (4) The reactants are: [OH:1][C:2]([C:4](F)(F)F)=O.OC(C(F)(F)F)=O.[F:15][CH2:16][CH2:17][N:18]1[CH2:23][CH2:22][NH:21][CH2:20][CH2:19]1.C(=O)([O-])[O-].[K+].[K+].BrCCO.BrC(O)C. Given the product [F:15][CH2:16][CH2:17][N:18]1[CH2:23][CH2:22][N:21]([CH2:4][CH2:2][OH:1])[CH2:20][CH2:19]1, predict the reactants needed to synthesize it. (5) Given the product [Cl:8][C:6]1[N:5]=[C:4]([CH2:9][CH2:10][CH3:11])[N:3]=[C:2]([NH:21][C:18]2[CH:19]=[C:20]3[C:15]([CH:14]=[N:13][NH:12]3)=[CH:16][CH:17]=2)[N:7]=1, predict the reactants needed to synthesize it. The reactants are: Cl[C:2]1[N:7]=[C:6]([Cl:8])[N:5]=[C:4]([CH2:9][CH2:10][CH3:11])[N:3]=1.[NH:12]1[C:20]2[C:15](=[CH:16][CH:17]=[C:18]([NH2:21])[CH:19]=2)[CH:14]=[N:13]1.CCN(C(C)C)C(C)C.